The task is: Regression. Given a peptide amino acid sequence and an MHC pseudo amino acid sequence, predict their binding affinity value. This is MHC class II binding data.. This data is from Peptide-MHC class II binding affinity with 134,281 pairs from IEDB. (1) The peptide sequence is GELQMVDKIDAAFKI. The MHC is DRB1_0404 with pseudo-sequence DRB1_0404. The binding affinity (normalized) is 0.539. (2) The peptide sequence is ATISATPESATPFPH. The MHC is DRB1_1602 with pseudo-sequence DRB1_1602. The binding affinity (normalized) is 0.609.